Dataset: Full USPTO retrosynthesis dataset with 1.9M reactions from patents (1976-2016). Task: Predict the reactants needed to synthesize the given product. Given the product [Cl:10][CH2:11][C:12]1[N:8]=[C:7]([N:1]2[CH2:6][CH2:5][CH2:4][CH2:3][CH2:2]2)[S:9][CH:13]=1, predict the reactants needed to synthesize it. The reactants are: [N:1]1([C:7](=[S:9])[NH2:8])[CH2:6][CH2:5][CH2:4][CH2:3][CH2:2]1.[Cl:10][CH2:11][C:12](=O)[CH2:13]Cl.C(=O)([O-])O.[Na+].